From a dataset of Forward reaction prediction with 1.9M reactions from USPTO patents (1976-2016). Predict the product of the given reaction. (1) The product is: [CH2:64]([N:63]([S:60]([C:57]1[CH:56]=[CH:55][C:54]([CH3:53])=[CH:59][CH:58]=1)(=[O:62])=[O:61])[C@H:68]([C:100]([OH:102])=[O:101])[CH2:69][CH2:70][CH2:71][CH2:72][NH:73][C:74](=[O:75])[C@H:76]([CH2:77][C:78]1[C:86]2[C:81](=[CH:82][CH:83]=[CH:84][CH:85]=2)[NH:80][CH:79]=1)[NH:87][S:88]([C:91]1[CH:92]=[CH:93][C:94]([NH2:97])=[CH:95][CH:96]=1)(=[O:89])=[O:90])[CH:65]([CH3:66])[CH3:67]. Given the reactants Cl.C(N(S(C1C=CC(C)=CC=1)(=O)=O)[C@H](C(O)=O)CCCCN)C(C)C.[N+](C1C=CC(S(N[C@H](C(O)=O)CC2C3C(=CC=CC=3)NC=2)(=O)=O)=CC=1)([O-])=O.[CH3:53][C:54]1[CH:59]=[CH:58][C:57]([S:60]([N:63]([C@H:68]([C:100]([OH:102])=[O:101])[CH2:69][CH2:70][CH2:71][CH2:72][NH:73][C:74]([C@@H:76]([NH:87][S:88]([C:91]2[CH:96]=[CH:95][C:94]([N+:97]([O-])=O)=[CH:93][CH:92]=2)(=[O:90])=[O:89])[CH2:77][C:78]2[C:86]3[C:81](=[CH:82][CH:83]=[CH:84][CH:85]=3)[NH:80][CH:79]=2)=[O:75])[CH2:64][CH:65]([CH3:67])[CH3:66])(=[O:62])=[O:61])=[CH:56][CH:55]=1, predict the reaction product. (2) Given the reactants [CH3:1][N:2]([C:5]1[CH:14]=[C:13]([C:15]2[CH:20]=[CH:19][CH:18]=[CH:17][CH:16]=2)[C:8]2[N:9]=[CH:10][N:11]([CH3:12])[C:7]=2[CH:6]=1)C=O.Cl, predict the reaction product. The product is: [CH3:1][NH:2][C:5]1[CH:14]=[C:13]([C:15]2[CH:20]=[CH:19][CH:18]=[CH:17][CH:16]=2)[C:8]2[N:9]=[CH:10][N:11]([CH3:12])[C:7]=2[CH:6]=1. (3) Given the reactants [F:1][C:2]1[CH:7]=[CH:6][CH:5]=[CH:4][C:3]=1[C:8]1[N:9]=[N:10][N:11]([CH3:24])[C:12]=1[CH2:13][O:14][C:15]1[CH:23]=[CH:22][C:18]([C:19]([OH:21])=O)=[CH:17][N:16]=1.CN(C(ON1N=NC2C=CC=CC1=2)=[N+](C)C)C.[B-](F)(F)(F)F.CCN(C(C)C)C(C)C.[NH2:56][CH:57]1[CH2:62][CH2:61][O:60][CH2:59][CH2:58]1, predict the reaction product. The product is: [F:1][C:2]1[CH:7]=[CH:6][CH:5]=[CH:4][C:3]=1[C:8]1[N:9]=[N:10][N:11]([CH3:24])[C:12]=1[CH2:13][O:14][C:15]1[CH:23]=[CH:22][C:18]([C:19]([NH:56][CH:57]2[CH2:62][CH2:61][O:60][CH2:59][CH2:58]2)=[O:21])=[CH:17][N:16]=1. (4) Given the reactants [F:1][C:2]1([F:24])[CH2:7][CH2:6][CH:5]([CH2:8][NH:9][C:10]([C:12]2[C:13]3[CH:14]=[CH:15][C:16](Cl)=[N:17][C:18]=3[CH:19]=[CH:20][C:21]=2[Cl:22])=[O:11])[CH2:4][CH2:3]1.C(=O)([O-])[O-].[Cs+].[Cs+].CC1(C)C(C)(C)OB([C:39]2[CH2:40][CH2:41][O:42][CH2:43][CH:44]=2)O1, predict the reaction product. The product is: [F:1][C:2]1([F:24])[CH2:7][CH2:6][CH:5]([CH2:8][NH:9][C:10]([C:12]2[C:13]3[CH:14]=[CH:15][C:16]([C:39]4[CH2:44][CH2:43][O:42][CH2:41][CH:40]=4)=[N:17][C:18]=3[CH:19]=[CH:20][C:21]=2[Cl:22])=[O:11])[CH2:4][CH2:3]1. (5) Given the reactants C([O:3][C:4](=[O:25])[C@:5]1([CH2:17][C:18]2[CH:23]=[CH:22][C:21]([Br:24])=[CH:20][CH:19]=2)[CH2:9][CH2:8][CH2:7][N:6]1[C:10]([O:12][C:13]([CH3:16])([CH3:15])[CH3:14])=[O:11])C.[Li+].[OH-].C1COCC1.CO, predict the reaction product. The product is: [C:13]([O:12][C:10]([N:6]1[CH2:7][CH2:8][CH2:9][C@@:5]1([CH2:17][C:18]1[CH:23]=[CH:22][C:21]([Br:24])=[CH:20][CH:19]=1)[C:4]([OH:25])=[O:3])=[O:11])([CH3:16])([CH3:14])[CH3:15].